From a dataset of NCI-60 drug combinations with 297,098 pairs across 59 cell lines. Regression. Given two drug SMILES strings and cell line genomic features, predict the synergy score measuring deviation from expected non-interaction effect. Drug 1: CN(C)N=NC1=C(NC=N1)C(=O)N. Drug 2: COC1=NC(=NC2=C1N=CN2C3C(C(C(O3)CO)O)O)N. Cell line: UACC-257. Synergy scores: CSS=-3.69, Synergy_ZIP=3.80, Synergy_Bliss=4.68, Synergy_Loewe=-0.513, Synergy_HSA=-0.729.